This data is from Peptide-MHC class I binding affinity with 185,985 pairs from IEDB/IMGT. The task is: Regression. Given a peptide amino acid sequence and an MHC pseudo amino acid sequence, predict their binding affinity value. This is MHC class I binding data. (1) The peptide sequence is DYVPTNKWV. The MHC is HLA-B58:01 with pseudo-sequence HLA-B58:01. The binding affinity (normalized) is 0.0847. (2) The binding affinity (normalized) is 0.0847. The peptide sequence is LPFQNIHPI. The MHC is HLA-C05:01 with pseudo-sequence HLA-C05:01.